This data is from CYP1A2 inhibition data for predicting drug metabolism from PubChem BioAssay. The task is: Regression/Classification. Given a drug SMILES string, predict its absorption, distribution, metabolism, or excretion properties. Task type varies by dataset: regression for continuous measurements (e.g., permeability, clearance, half-life) or binary classification for categorical outcomes (e.g., BBB penetration, CYP inhibition). Dataset: cyp1a2_veith. (1) The compound is CC(N)Cc1ccccc1Sc1ccc(O)cc1.O=C(O)C(=O)O. The result is 0 (non-inhibitor). (2) The drug is CC(=O)OCC(=O)[C@@]1(O)CC[C@@H]2[C@H]3CCC4=CC(=O)C=C[C@]4(C)[C@]3(F)[C@@H](O)C[C@@]21C. The result is 0 (non-inhibitor). (3) The drug is CC(=O)OC[C@@H]1O[C@@H](O/N=C2/C[C@@H](O)[C@@H](O)[C@H]3[C@@H]2CC[C@@H]2C(=O)N(C4CCCCC4)C(=O)[C@H]23)[C@H](OC(C)=O)[C@H](OC(C)=O)[C@@H]1OC(C)=O. The result is 0 (non-inhibitor). (4) The compound is CS(=O)(=O)Nc1cccc(-c2nc(N3CCOCC3)c3ccccc3n2)c1. The result is 1 (inhibitor). (5) The compound is CC(=O)c1cc2c(cc1N/C=C\c1nnnn1-c1ccc(Br)cc1)OCO2. The result is 1 (inhibitor). (6) The molecule is COc1c(N2CCN(C(=S)Nc3ccccc3)C(C)C2)c(F)cc2c(=O)c(C(=O)O)cn(C3CC3)c12. The result is 0 (non-inhibitor).